From a dataset of Catalyst prediction with 721,799 reactions and 888 catalyst types from USPTO. Predict which catalyst facilitates the given reaction. (1) Reactant: C(OC([NH:8][C@H:9]([C:32]([O:34]C(C)(C)C)=[O:33])[CH2:10][CH:11]([CH2:19][CH2:20][CH2:21][C:22]1[CH:27]=[CH:26][C:25]([CH2:28][CH2:29][CH2:30][F:31])=[CH:24][CH:23]=1)[C:12]([O:14]C(C)(C)C)=[O:13])=O)(C)(C)C.C1(C)C=CC=CC=1. Product: [F:31][CH2:30][CH2:29][CH2:28][C:25]1[CH:24]=[CH:23][C:22]([CH2:21][CH2:20][CH2:19][CH:11]([C:12]([OH:14])=[O:13])[CH2:10][C@@H:9]([C:32]([OH:34])=[O:33])[NH2:8])=[CH:27][CH:26]=1. The catalyst class is: 55. (2) Reactant: [NH2:1][C:2]1[C:3]([C:16]2[CH:24]=[CH:23][C:19]([C:20](O)=[O:21])=[C:18]([F:25])[CH:17]=2)=[N:4][C:5]([CH:8]2[CH2:13][CH2:12][C:11]([F:15])([F:14])[CH2:10][CH2:9]2)=[CH:6][N:7]=1.CCN(C(C)C)C(C)C.[NH2:35][C@@H:36]([C:46]1[CH:51]=[CH:50][CH:49]=[C:48]([Cl:52])[CH:47]=1)[CH2:37][NH:38][C:39](=[O:45])[O:40][C:41]([CH3:44])([CH3:43])[CH3:42].CN(C(ON1N=NC2C=CC=NC1=2)=[N+](C)C)C.F[P-](F)(F)(F)(F)F. Product: [NH2:1][C:2]1[C:3]([C:16]2[CH:24]=[CH:23][C:19]([C:20]([NH:35][C@@H:36]([C:46]3[CH:51]=[CH:50][CH:49]=[C:48]([Cl:52])[CH:47]=3)[CH2:37][NH:38][C:39](=[O:45])[O:40][C:41]([CH3:44])([CH3:43])[CH3:42])=[O:21])=[C:18]([F:25])[CH:17]=2)=[N:4][C:5]([CH:8]2[CH2:9][CH2:10][C:11]([F:14])([F:15])[CH2:12][CH2:13]2)=[CH:6][N:7]=1. The catalyst class is: 16. (3) Reactant: [CH2:1]([N:3]1[C:7]([CH3:8])=[CH:6][C:5]([C:9]([CH2:11][C@H:12]2[N:15]([C:16](=P(CCCC)(CCCC)CCCC)[C:17]([O:19][CH2:20][CH:21]=[CH2:22])=[O:18])[C:14](=[O:36])[C@@H:13]2[C@H:37]([OH:39])[CH3:38])=O)=[N:4]1)[CH3:2].C1(C=CC(O)=CC=1)O.C(OCC)(=O)C.CCCCCC.C(OCC)(=O)C. Product: [OH:39][C@@H:37]([C@H:13]1[C:14](=[O:36])[N:15]2[C:16]([C:17]([O:19][CH2:20][CH:21]=[CH2:22])=[O:18])=[C:9]([C:5]3[CH:6]=[C:7]([CH3:8])[N:3]([CH2:1][CH3:2])[N:4]=3)[CH2:11][C@H:12]12)[CH3:38]. The catalyst class is: 11. (4) The catalyst class is: 4. Product: [O:1]1[C:5]2[CH:6]=[CH:7][C:8]([C:10]3[C:19]([N:20]([CH3:24])[CH:21]([CH3:23])[CH3:22])=[N:18][C:17]4[C:12](=[CH:13][CH:14]=[C:15]([C:25]([OH:27])=[O:26])[CH:16]=4)[N:11]=3)=[CH:9][C:4]=2[CH:3]=[N:2]1. Reactant: [O:1]1[C:5]2[CH:6]=[CH:7][C:8]([C:10]3[C:19]([N:20]([CH3:24])[CH:21]([CH3:23])[CH3:22])=[N:18][C:17]4[C:12](=[CH:13][CH:14]=[C:15]([C:25]([O:27]CC5C=CC(OC)=CC=5)=[O:26])[CH:16]=4)[N:11]=3)=[CH:9][C:4]=2[CH:3]=[N:2]1.FC(F)(F)C(O)=O.